From a dataset of Full USPTO retrosynthesis dataset with 1.9M reactions from patents (1976-2016). Predict the reactants needed to synthesize the given product. Given the product [CH3:15][O:16][C:17]1[CH:18]=[C:19]([CH2:20][CH2:21][O:22][C:2]2[CH:7]=[N:6][CH:5]=[C:4]([O:8][CH:9]3[CH2:14][CH2:13][NH:12][CH2:11][CH2:10]3)[N:3]=2)[CH:23]=[CH:24][CH:25]=1, predict the reactants needed to synthesize it. The reactants are: Cl[C:2]1[CH:7]=[N:6][CH:5]=[C:4]([O:8][CH:9]2[CH2:14][CH2:13][NH:12][CH2:11][CH2:10]2)[N:3]=1.[CH3:15][O:16][C:17]1[CH:18]=[C:19]([CH:23]=[CH:24][CH:25]=1)[CH2:20][CH2:21][OH:22].